This data is from Forward reaction prediction with 1.9M reactions from USPTO patents (1976-2016). The task is: Predict the product of the given reaction. (1) Given the reactants [NH2:1][C:2]1[CH:14]=[C:13]([C@H:15]([NH:18][C:19]([N:21]2[C:27](=[O:28])[C@@H:26]([CH2:29][C:30]3[CH:35]=[C:34]([Cl:36])[CH:33]=[CH:32][C:31]=3[O:37][CH3:38])[CH2:25][N:24](CC3C(OC)=CC(OC)=CC=3OC)[C:23](=[O:52])[CH2:22]2)=[O:20])[CH2:16][CH3:17])[CH:12]=[CH:11][C:3]=1[C:4]([O:6]C(C)(C)C)=[O:5].Cl.C(O)(=O)C, predict the reaction product. The product is: [NH2:1][C:2]1[CH:14]=[C:13]([C@H:15]([NH:18][C:19]([N:21]2[C:27](=[O:28])[C@@H:26]([CH2:29][C:30]3[CH:35]=[C:34]([Cl:36])[CH:33]=[CH:32][C:31]=3[O:37][CH3:38])[CH2:25][NH:24][C:23](=[O:52])[CH2:22]2)=[O:20])[CH2:16][CH3:17])[CH:12]=[CH:11][C:3]=1[C:4]([OH:6])=[O:5]. (2) The product is: [Br:6][C:7]1[CH:12]=[CH:11][CH:10]=[C:9]([Si:15]([CH3:17])([CH3:16])[CH3:14])[CH:8]=1. Given the reactants [Li]CCCC.[Br:6][C:7]1[CH:12]=[CH:11][CH:10]=[C:9](Br)[CH:8]=1.[CH3:14][Si:15](Cl)([CH3:17])[CH3:16].O, predict the reaction product. (3) The product is: [CH3:20][O:19][C:15]1[CH:16]=[CH:17][CH:18]=[C:13]([O:12][CH3:11])[C:14]=1[CH2:21][C:22]1[C:23]([NH2:24])=[N:2][C:3]2[C:4]([CH:9]=1)=[CH:5][N:6]=[CH:7][CH:8]=2. Given the reactants Cl.[NH2:2][C:3]1[CH:8]=[CH:7][N:6]=[CH:5][C:4]=1[CH:9]=O.[CH3:11][O:12][C:13]1[CH:18]=[CH:17][CH:16]=[C:15]([O:19][CH3:20])[C:14]=1[CH2:21][CH2:22][C:23]#[N:24].CC([O-])(C)C.[K+], predict the reaction product.